Dataset: Full USPTO retrosynthesis dataset with 1.9M reactions from patents (1976-2016). Task: Predict the reactants needed to synthesize the given product. Given the product [CH2:7]([OH:27])[CH2:8][CH2:9][CH2:10]/[CH:11]=[CH:12]\[CH2:13]/[CH:14]=[CH:15]\[CH2:16]/[CH:17]=[CH:18]\[CH2:19]/[CH:20]=[CH:21]\[CH2:22][CH2:23][CH2:24][CH2:25][CH3:26], predict the reactants needed to synthesize it. The reactants are: [H-].[H-].[H-].[H-].[Li+].[Al+3].[C:7](O)(=[O:27])[CH2:8][CH2:9][CH2:10]/[CH:11]=[CH:12]\[CH2:13]/[CH:14]=[CH:15]\[CH2:16]/[CH:17]=[CH:18]\[CH2:19]/[CH:20]=[CH:21]\[CH2:22][CH2:23][CH2:24][CH2:25][CH3:26].O.[OH-].[Na+].